Dataset: Full USPTO retrosynthesis dataset with 1.9M reactions from patents (1976-2016). Task: Predict the reactants needed to synthesize the given product. (1) Given the product [OH:6][CH:5]([C:7]1[CH:16]=[CH:15][C:10]([C:11]([O:13][CH3:14])=[O:12])=[CH:9][CH:8]=1)[CH2:4][CH2:3][CH2:2][N:28]1[CH2:29][CH2:30][CH:25]([C:23]([OH:24])([C:17]2[CH:18]=[CH:19][CH:20]=[CH:21][CH:22]=2)[C:31]2[CH:36]=[CH:35][CH:34]=[CH:33][CH:32]=2)[CH2:26][CH2:27]1, predict the reactants needed to synthesize it. The reactants are: Cl[CH2:2][CH2:3][CH2:4][CH:5]([C:7]1[CH:16]=[CH:15][C:10]([C:11]([O:13][CH3:14])=[O:12])=[CH:9][CH:8]=1)[OH:6].[C:17]1([C:23]([C:31]2[CH:36]=[CH:35][CH:34]=[CH:33][CH:32]=2)([CH:25]2[CH2:30][CH2:29][NH:28][CH2:27][CH2:26]2)[OH:24])[CH:22]=[CH:21][CH:20]=[CH:19][CH:18]=1.C(=O)(O)[O-].[Na+].[I-].[Na+]. (2) The reactants are: [NH2:1][C:2]1[CH:3]=[C:4]([NH:8][C:9](=[O:13])[CH2:10][CH2:11][CH3:12])[CH:5]=[CH:6][CH:7]=1.[Cl:14][C:15]1[CH:16]=[C:17]([CH:21]=[CH:22][CH:23]=1)[C:18](O)=[O:19].C1C=CC2N(O)N=NC=2C=1.C(Cl)Cl. Given the product [C:9]([NH:8][C:4]1[CH:3]=[C:2]([NH:1][C:18](=[O:19])[C:17]2[CH:21]=[CH:22][CH:23]=[C:15]([Cl:14])[CH:16]=2)[CH:7]=[CH:6][CH:5]=1)(=[O:13])[CH2:10][CH2:11][CH3:12], predict the reactants needed to synthesize it. (3) Given the product [OH:19][C:13]1([CH2:12][NH:11][C:41](=[O:42])[CH2:40][N:22]2[C:23]3([CH2:36][CH2:37][CH2:38][CH2:39]3)[N:24]=[C:25]([C:26]3[CH:31]=[CH:30][C:29]([C:32]([F:33])([F:34])[F:35])=[CH:28][CH:27]=3)[C:21]2=[O:20])[CH2:18][CH2:17][CH2:16][CH2:15][CH2:14]1, predict the reactants needed to synthesize it. The reactants are: C(N(C(C)C)CC)(C)C.Cl.[NH2:11][CH2:12][C:13]1([OH:19])[CH2:18][CH2:17][CH2:16][CH2:15][CH2:14]1.[O:20]=[C:21]1[C:25]([C:26]2[CH:31]=[CH:30][C:29]([C:32]([F:35])([F:34])[F:33])=[CH:28][CH:27]=2)=[N:24][C:23]2([CH2:39][CH2:38][CH2:37][CH2:36]2)[N:22]1[CH2:40][C:41](O)=[O:42].CN(C(ON1N=NC2C=CC=NC1=2)=[N+](C)C)C.F[P-](F)(F)(F)(F)F.CN(C=O)C. (4) Given the product [CH2:15]([O:17][C:18]([C:20]1[CH:21]=[N:22][N:23]2[C:7]([CH:8]3[CH2:9][CH2:10][CH2:11][CH2:12][CH2:13]3)=[C:6]([Br:14])[CH:4]=[N:2][C:3]=12)=[O:19])[CH3:16], predict the reactants needed to synthesize it. The reactants are: C[N:2]([C:4](/[C:6](/[Br:14])=[CH:7]/[CH:8]1[CH2:13][CH2:12][CH2:11][CH2:10][CH2:9]1)=O)[CH3:3].[CH2:15]([O:17][C:18]([C:20]1[C:21](N)=[N:22][NH:23]C=1)=[O:19])[CH3:16].Br. (5) Given the product [C:32]([O:31][C:29]([NH:28][C@@H:16]([CH2:17][N:18]1[CH2:23][CH2:22][CH:21]([C:24]([F:27])([F:26])[F:25])[CH2:20][CH2:19]1)[CH2:15][N:7]([C:5]1[S:6][C:2]([C:59]2[CH:60]=[C:61]3[C:66](=[CH:67][CH:68]=2)[CH:65]=[N:64][C:63]([F:69])=[CH:62]3)=[CH:3][N:4]=1)[C:8](=[O:14])[O:9][C:10]([CH3:13])([CH3:12])[CH3:11])=[O:30])([CH3:35])([CH3:34])[CH3:33], predict the reactants needed to synthesize it. The reactants are: Br[C:2]1[S:6][C:5]([N:7]([CH2:15][C@@H:16]([NH:28][C:29]([O:31][C:32]([CH3:35])([CH3:34])[CH3:33])=[O:30])[CH2:17][N:18]2[CH2:23][CH2:22][CH:21]([C:24]([F:27])([F:26])[F:25])[CH2:20][CH2:19]2)[C:8](=[O:14])[O:9][C:10]([CH3:13])([CH3:12])[CH3:11])=[N:4][CH:3]=1.C(OC(N[C@@H](CC1C=NC(C(F)(F)F)=CC=1)CN(C1SC([C:59]2[CH:60]=[C:61]3[C:66](=[CH:67][CH:68]=2)[CH:65]=[N:64][C:63]([F:69])=[CH:62]3)=CN=1)C(=O)OC(C)(C)C)=O)(C)(C)C.C([O-])(=O)C.[K+].